This data is from Full USPTO retrosynthesis dataset with 1.9M reactions from patents (1976-2016). The task is: Predict the reactants needed to synthesize the given product. (1) Given the product [OH:1][C:2]1([CH2:18][CH2:19][NH:20][C:22](=[O:24])[CH3:23])[C:13]2[C:12]3[O:11][C:10]([CH3:14])=[N:9][C:8]=3[CH:7]=[CH:6][C:5]=2[CH2:4][CH:3]1[CH:15]([CH3:17])[CH3:16], predict the reactants needed to synthesize it. The reactants are: [OH:1][C:2]1([CH2:18][C:19]#[N:20])[C:13]2[C:12]3[O:11][C:10]([CH3:14])=[N:9][C:8]=3[CH:7]=[CH:6][C:5]=2[CH2:4][CH:3]1[CH:15]([CH3:17])[CH3:16].N.[CH2:22]([OH:24])[CH3:23].C(N(CC)CC)C.C(OC(=O)C)(=O)C.C(=O)([O-])O.[Na+]. (2) Given the product [CH3:22][N:23]1[C:27]([C:28]([NH:1][C:2]2[CH:3]=[C:4]([CH:19]=[CH:20][CH:21]=2)[O:5][C:6]2[CH:7]=[CH:8][C:9]3[N:10]([CH:12]=[C:13]([C:15]([NH:17][CH3:18])=[O:16])[N:14]=3)[N:11]=2)=[O:29])=[CH:26][C:25]([CH3:31])=[N:24]1, predict the reactants needed to synthesize it. The reactants are: [NH2:1][C:2]1[CH:3]=[C:4]([CH:19]=[CH:20][CH:21]=1)[O:5][C:6]1[CH:7]=[CH:8][C:9]2[N:10]([CH:12]=[C:13]([C:15]([NH:17][CH3:18])=[O:16])[N:14]=2)[N:11]=1.[CH3:22][N:23]1[C:27]([C:28](Cl)=[O:29])=[CH:26][C:25]([CH3:31])=[N:24]1.O. (3) Given the product [NH2:15][C:13]1[N:14]=[C:9]([C:5]2[CH:4]=[C:3]([CH2:2][NH:1][C:25](=[O:28])[CH:26]=[CH2:27])[CH:8]=[CH:7][CH:6]=2)[CH:10]=[C:11]([NH:16][CH3:17])[N:12]=1, predict the reactants needed to synthesize it. The reactants are: [NH2:1][CH2:2][C:3]1[CH:4]=[C:5]([C:9]2[N:14]=[C:13]([NH2:15])[N:12]=[C:11]([NH:16][CH3:17])[CH:10]=2)[CH:6]=[CH:7][CH:8]=1.C(N(CC)CC)C.[C:25](Cl)(=[O:28])[CH:26]=[CH2:27].